From a dataset of Reaction yield outcomes from USPTO patents with 853,638 reactions. Predict the reaction yield, written as a fraction of the theoretical maximum amount of product (1.0 means a 100% yield; for example, 0.34 means a 34% yield). (1) The reactants are C(O[BH-](OC(=O)C)OC(=O)C)(=O)C.[Na+].C(O)(=O)C.[CH3:19][C:20]1[CH:24]=[C:23]([N:25]2[CH2:30][CH2:29][NH:28][CH2:27][CH2:26]2)[N:22]([C:31]2[CH:36]=[CH:35][CH:34]=[CH:33][CH:32]=2)[N:21]=1.CC(C)(OC([N:43]1[CH2:47][C:46](=O)[CH2:45][C@H:44]1[C:49]([N:51]1[CH2:55][CH2:54][S:53][CH2:52]1)=[O:50])=O)C.O. The catalyst is C1(C)C=CC=CC=1. The product is [CH3:19][C:20]1[CH:24]=[C:23]([N:25]2[CH2:30][CH2:29][N:28]([C@@H:46]3[CH2:47][NH:43][C@H:44]([C:49]([N:51]4[CH2:55][CH2:54][S:53][CH2:52]4)=[O:50])[CH2:45]3)[CH2:27][CH2:26]2)[N:22]([C:31]2[CH:32]=[CH:33][CH:34]=[CH:35][CH:36]=2)[N:21]=1. The yield is 0.910. (2) The reactants are [Cl:1][C:2]1[CH:7]=[CH:6][C:5]([N+:8]([O-:10])=[O:9])=[C:4](Cl)[N:3]=1.[NH3:12]. The catalyst is C(O)C. The product is [NH2:12][C:4]1[N:3]=[C:2]([Cl:1])[CH:7]=[CH:6][C:5]=1[N+:8]([O-:10])=[O:9]. The yield is 0.830. (3) The reactants are [N:1]1[CH:6]=[CH:5][CH:4]=[CH:3][C:2]=1[NH:7][CH2:8][CH2:9][CH2:10][CH2:11][C:12]1[CH:13]=[CH:14][C:15]2[CH2:21][CH:20]([CH2:22][C:23](OCC)=O)[C:19]3[CH:28]=[CH:29][CH:30]=[CH:31][C:18]=3[CH2:17][C:16]=2[CH:32]=1.[Li+].[OH-:34].[CH3:35][C:36]#N.[OH2:38]. The yield is 0.210. The catalyst is C1COCC1.O. The product is [CH2:35]([C:14]1[C:15]2[CH2:21][CH:20]([CH2:22][C:23]([OH:38])=[O:34])[C:19]3[CH:28]=[CH:29][CH:30]=[CH:31][C:18]=3[CH2:17][C:16]=2[CH:32]=[C:12]([CH2:11][CH2:10][CH2:9][CH2:8][NH:7][C:2]2[CH:3]=[CH:4][CH:5]=[CH:6][N:1]=2)[CH:13]=1)[CH3:36]. (4) The reactants are [C:1]([NH:24][CH2:25][CH2:26][NH:27][C:28](=[O:39])[CH2:29][N:30](C)[C:31](=O)OC(C)(C)C)(=[O:23])[CH2:2][CH2:3]/[CH:4]=[CH:5]\[CH2:6]/[CH:7]=[CH:8]\[CH2:9]/[CH:10]=[CH:11]\[CH2:12]/[CH:13]=[CH:14]\[CH2:15]/[CH:16]=[CH:17]\[CH2:18]/[CH:19]=[CH:20]\[CH2:21][CH3:22].Cl.C([O-])([O-])=O.[Na+].[Na+]. The catalyst is CCOC(C)=O. The product is [CH3:31][NH:30][CH2:29][C:28]([NH:27][CH2:26][CH2:25][NH:24][C:1](=[O:23])[CH2:2][CH2:3]/[CH:4]=[CH:5]\[CH2:6]/[CH:7]=[CH:8]\[CH2:9]/[CH:10]=[CH:11]\[CH2:12]/[CH:13]=[CH:14]\[CH2:15]/[CH:16]=[CH:17]\[CH2:18]/[CH:19]=[CH:20]\[CH2:21][CH3:22])=[O:39]. The yield is 0.990. (5) The reactants are [Cl:1][C:2]1[C:9]([CH3:10])=[C:8]([NH:11][C@@H:12]([C:16]2[O:17][C:18]([C:21]3[CH:26]=[CH:25][C:24]([OH:27])=[CH:23][CH:22]=3)=[N:19][N:20]=2)[C@@H:13]([OH:15])[CH3:14])[CH:7]=[CH:6][C:3]=1[C:4]#[N:5].C[O-].[Na+:30].N1C=CC=CC=1.[S:37](=[O:40])(=[O:39])=[O:38]. The catalyst is C1COCC1. The product is [S:37]([O-:40])([O:27][C:24]1[CH:23]=[CH:22][C:21]([C:18]2[O:17][C:16]([C@H:12]([NH:11][C:8]3[CH:7]=[CH:6][C:3]([C:4]#[N:5])=[C:2]([Cl:1])[C:9]=3[CH3:10])[C@@H:13]([OH:15])[CH3:14])=[N:20][N:19]=2)=[CH:26][CH:25]=1)(=[O:39])=[O:38].[Na+:30]. The yield is 0.680. (6) The reactants are [OH:1][CH2:2][CH2:3][C@@H:4]1[NH:18][C:17](=[O:19])[N:16]([CH3:20])[CH2:15][CH2:14][CH2:13][CH2:12][CH:11]=[CH:10][C@H:9]2[C@@:7]([C:21]([O:23][CH2:24][CH3:25])=[O:22])([CH2:8]2)[NH:6][C:5]1=[O:26].[Br:27][C:28]1[C:29]([O:47][CH3:48])=[CH:30][CH:31]=[C:32]2[C:37]=1[N:36]=[C:35]([C:38]1[S:39][CH:40]=[C:41]([CH:43]([CH3:45])[CH3:44])[N:42]=1)[CH:34]=[C:33]2O.C(C1N=C(C2C=C(OCC[C@@H]3NC(=O)N(C)CCCCC=C[C@H]4[C@@](C(OCC)=O)(C4)NC3=O)C3C(=C(C)C(OC)=CC=3)N=2)SC=1)(C)C. No catalyst specified. The product is [CH:43]([C:41]1[N:42]=[C:38]([C:35]2[CH:34]=[C:33]([O:1][CH2:2][CH2:3][C@@H:4]3[NH:18][C:17](=[O:19])[N:16]([CH3:20])[CH2:15][CH2:14][CH2:13][CH2:12][CH:11]=[CH:10][C@H:9]4[C@@:7]([C:21]([O:23][CH2:24][CH3:25])=[O:22])([CH2:8]4)[NH:6][C:5]3=[O:26])[C:32]3[C:37](=[C:28]([Br:27])[C:29]([O:47][CH3:48])=[CH:30][CH:31]=3)[N:36]=2)[S:39][CH:40]=1)([CH3:45])[CH3:44]. The yield is 0.630. (7) The reactants are C1(P(C2C=CC=CC=2)C2C=CC=CC=2)C=CC=CC=1.II.[Si:22]([O:29][CH2:30][C@@H:31]([NH:46][C:47]1[CH:52]=[CH:51][C:50]([C:53]#[N:54])=[C:49]([Cl:55])[C:48]=1[CH3:56])[C:32]([NH:34][NH:35][C:36](=O)[C:37]1[CH:42]=[CH:41][C:40]([C:43]#[N:44])=[CH:39][CH:38]=1)=[O:33])([C:25]([CH3:28])([CH3:27])[CH3:26])([CH3:24])[CH3:23]. The catalyst is C(Cl)Cl. The product is [Si:22]([O:29][CH2:30][C@@H:31]([NH:46][C:47]1[CH:52]=[CH:51][C:50]([C:53]#[N:54])=[C:49]([Cl:55])[C:48]=1[CH3:56])[C:32]1[O:33][C:36]([C:37]2[CH:38]=[CH:39][C:40]([C:43]#[N:44])=[CH:41][CH:42]=2)=[N:35][N:34]=1)([C:25]([CH3:28])([CH3:27])[CH3:26])([CH3:23])[CH3:24]. The yield is 0.590. (8) The reactants are [CH3:1][CH:2]([C:4]1[C:12]2[CH2:11][CH2:10][CH2:9][CH2:8][C:7]=2[N:6]([CH2:13][C:14]2[CH:23]=[CH:22][C:17]([C:18]([O:20]C)=[O:19])=[CH:16][CH:15]=2)[N:5]=1)[CH3:3].O.[OH-].[Li+].O. The catalyst is C1COCC1.CO. The product is [CH3:3][CH:2]([C:4]1[C:12]2[CH2:11][CH2:10][CH2:9][CH2:8][C:7]=2[N:6]([CH2:13][C:14]2[CH:15]=[CH:16][C:17]([C:18]([OH:20])=[O:19])=[CH:22][CH:23]=2)[N:5]=1)[CH3:1]. The yield is 0.930. (9) The reactants are [C:1]([O:5][C:6]([NH:8][C@@H:9]([CH2:16][CH:17]([CH3:19])[CH3:18])[CH2:10]OS(C)(=O)=O)=[O:7])([CH3:4])([CH3:3])[CH3:2].[N-:20]=[N+:21]=[N-:22].[Na+]. The catalyst is CN(C=O)C. The product is [C:1]([O:5][C:6](=[O:7])[NH:8][C@H:9]([CH2:10][N:20]=[N+:21]=[N-:22])[CH2:16][CH:17]([CH3:19])[CH3:18])([CH3:4])([CH3:3])[CH3:2]. The yield is 0.730. (10) The reactants are [NH2:1][C:2]1[CH:11]=[CH:10][C:5]([C:6]([O:8][CH3:9])=[O:7])=[CH:4][C:3]=1[OH:12].[CH2:13](O)[CH3:14].O. The catalyst is C(C(CC)(CC)C([O-])([O-])[O-])C. The product is [CH3:9][O:8][C:6]([C:5]1[CH:10]=[CH:11][C:2]2[N:1]=[C:13]([CH3:14])[O:12][C:3]=2[CH:4]=1)=[O:7]. The yield is 0.720.